Dataset: Reaction yield outcomes from USPTO patents with 853,638 reactions. Task: Predict the reaction yield, written as a fraction of the theoretical maximum amount of product (1.0 means a 100% yield; for example, 0.34 means a 34% yield). The reactants are [Cl:1][C:2]1[N:7]2[N:8]=[C:9]([C:11]([O-:13])=[O:12])[CH:10]=[C:6]2[N:5]=[C:4]([CH3:14])[C:3]=1[CH:15]([OH:21])[C:16]([O:18][CH2:19][CH3:20])=[O:17].[CH3:22][C:23](OI1(OC(C)=O)(OC(C)=O)OC(=O)C2C=CC=CC1=2)=O. The catalyst is C(Cl)Cl.C(OCC)(=O)C. The product is [Cl:1][C:2]1[N:7]2[N:8]=[C:9]([C:11]([O:13][CH2:22][CH3:23])=[O:12])[CH:10]=[C:6]2[N:5]=[C:4]([CH3:14])[C:3]=1[C:15](=[O:21])[C:16]([O:18][CH2:19][CH3:20])=[O:17]. The yield is 0.671.